Regression. Given a peptide amino acid sequence and an MHC pseudo amino acid sequence, predict their binding affinity value. This is MHC class II binding data. From a dataset of Peptide-MHC class II binding affinity with 134,281 pairs from IEDB. (1) The peptide sequence is IGPEAAEAAAAAPAA. The MHC is DRB3_0202 with pseudo-sequence DRB3_0202. The binding affinity (normalized) is 0. (2) The peptide sequence is MVGTILEMLGTRLDQ. The MHC is HLA-DQA10101-DQB10501 with pseudo-sequence HLA-DQA10101-DQB10501. The binding affinity (normalized) is 0.218. (3) The peptide sequence is YDKFLANVSTHLTGK. The MHC is DRB1_1302 with pseudo-sequence DRB1_1302. The binding affinity (normalized) is 0.826. (4) The peptide sequence is NKELRLMYVNCVKKN. The binding affinity (normalized) is 0.733. The MHC is DRB1_0802 with pseudo-sequence DRB1_0802. (5) The peptide sequence is RPLWIIFSGNMNIKL. The MHC is DRB1_1501 with pseudo-sequence DRB1_1501. The binding affinity (normalized) is 0.813. (6) The peptide sequence is LLFCALASSCQVAFS. The MHC is DRB1_0101 with pseudo-sequence DRB1_0101. The binding affinity (normalized) is 0.718.